From a dataset of Full USPTO retrosynthesis dataset with 1.9M reactions from patents (1976-2016). Predict the reactants needed to synthesize the given product. (1) Given the product [CH2:1]([O:3][C:4](=[O:26])[CH2:5][O:6][C:7]1[C:16]2[C:11](=[CH:12][CH:13]=[CH:14][CH:15]=2)[C:10]([NH:17][CH3:18])=[CH:9][CH:8]=1)[CH3:2], predict the reactants needed to synthesize it. The reactants are: [CH2:1]([O:3][C:4](=[O:26])[CH2:5][O:6][C:7]1[C:16]2[C:11](=[CH:12][CH:13]=[CH:14][CH:15]=2)[C:10]([N:17](C(OC(C)(C)C)=O)[CH3:18])=[CH:9][CH:8]=1)[CH3:2].C(O)(C(F)(F)F)=O. (2) Given the product [F:14][C:10]1[CH:9]=[C:8]2[C:13](=[CH:12][CH:11]=1)[N:5]([CH2:4][C:3]([OH:35])=[O:2])[C:6]([CH3:34])=[C:7]2[CH2:15][C:16]1[CH:21]=[CH:20][CH:19]=[CH:18][C:17]=1[S:22](=[O:33])(=[O:32])[NH:23][CH2:24][C:25]1[CH:26]=[CH:27][C:28]([F:31])=[CH:29][CH:30]=1, predict the reactants needed to synthesize it. The reactants are: C[O:2][C:3](=[O:35])[CH2:4][N:5]1[C:13]2[C:8](=[CH:9][C:10]([F:14])=[CH:11][CH:12]=2)[C:7]([CH2:15][C:16]2[CH:21]=[CH:20][CH:19]=[CH:18][C:17]=2[S:22](=[O:33])(=[O:32])[NH:23][CH2:24][C:25]2[CH:30]=[CH:29][C:28]([F:31])=[CH:27][CH:26]=2)=[C:6]1[CH3:34].[OH-].[Na+].Cl. (3) Given the product [N:1]1([C:7]2[N:8]=[CH:9][CH:10]=[C:11]3[CH2:15][CH2:14][O:13][C:12]=23)[CH2:2][CH2:3][NH:4][CH2:5][CH2:6]1, predict the reactants needed to synthesize it. The reactants are: [N:1]1([C:7]2[N:8]=[CH:9][CH:10]=[C:11]3[CH:15]=[CH:14][O:13][C:12]=23)[CH2:6][CH2:5][NH:4][CH2:3][CH2:2]1.C(O)(=O)C.[H][H]. (4) Given the product [Cl:17][C:11]1[CH:10]=[C:9]([NH:8][C:6]2[N:5]=[C:4]([NH:18][CH:19]3[CH2:25][CH2:24][CH2:23][CH2:22][CH2:21][CH2:20]3)[N:3]=[C:2]([O:39][C:36]3[CH:37]=[CH:38][C:33]([I:32])=[CH:34][CH:35]=3)[N:7]=2)[CH:14]=[CH:13][C:12]=1[O:15][CH3:16], predict the reactants needed to synthesize it. The reactants are: Cl[C:2]1[N:7]=[C:6]([NH:8][C:9]2[CH:14]=[CH:13][C:12]([O:15][CH3:16])=[C:11]([Cl:17])[CH:10]=2)[N:5]=[C:4]([NH:18][CH:19]2[CH2:25][CH2:24][CH2:23][CH2:22][CH2:21][CH2:20]2)[N:3]=1.C(=O)([O-])[O-].[K+].[K+].[I:32][C:33]1[CH:38]=[CH:37][C:36]([OH:39])=[CH:35][CH:34]=1. (5) Given the product [CH3:11][N:6]1[C:7]([CH3:8])=[C:2]([CH3:1])[C:3](=[O:10])[NH:4][C:5]1=[O:9], predict the reactants needed to synthesize it. The reactants are: [CH3:1][C:2]1[C:3](=[O:10])[NH:4][C:5](=[O:9])[NH:6][C:7]=1[CH3:8].[CH3:11][Si](C)(C)N[Si](C)(C)C. (6) Given the product [NH2:28][C:14]1[CH:15]=[C:16]([NH:19][C:20]2[CH:25]=[CH:24][C:23]([F:26])=[CH:22][C:21]=2[CH3:27])[CH:17]=[CH:18][C:13]=1[C:11]([C:9]1[CH:10]=[C:5]([O:4][CH2:3][CH:2]([OH:1])[CH2:32][OH:33])[CH:6]=[CH:7][C:8]=1[CH3:31])=[O:12], predict the reactants needed to synthesize it. The reactants are: [OH:1][CH:2]([CH2:32][OH:33])[CH2:3][O:4][C:5]1[CH:6]=[CH:7][C:8]([CH3:31])=[C:9]([C:11]([C:13]2[CH:18]=[CH:17][C:16]([NH:19][C:20]3[CH:25]=[CH:24][C:23]([F:26])=[CH:22][C:21]=3[CH3:27])=[CH:15][C:14]=2[N+:28]([O-])=O)=[O:12])[CH:10]=1.